From a dataset of Forward reaction prediction with 1.9M reactions from USPTO patents (1976-2016). Predict the product of the given reaction. (1) Given the reactants [C:1]([NH:9][NH2:10])(=[O:8])[C:2]1[CH:7]=[CH:6][CH:5]=[CH:4][CH:3]=1.[CH3:11][C:12]([CH3:14])=O.C(O)(C(F)(F)F)=O.C([SiH](CC)CC)C, predict the reaction product. The product is: [CH:12]([NH:10][NH:9][C:1](=[O:8])[C:2]1[CH:7]=[CH:6][CH:5]=[CH:4][CH:3]=1)([CH3:14])[CH3:11]. (2) Given the reactants CN(C)[CH:3]=[C:4]1[C:9](=O)[CH:8]([C:11]2[CH:16]=[CH:15][CH:14]=[C:13]([C:17]([F:20])([F:19])[F:18])[CH:12]=2)[CH2:7][CH2:6][CH2:5]1.[N+]([O-])(O)=O.[N+]([O-])(O)=O.[F:30][C:31]1[CH:32]=[C:33]([NH:43][C:44]([NH2:46])=[NH:45])[CH:34]=[CH:35][C:36]=1[N:37]1[CH:41]=[C:40]([CH3:42])[N:39]=[CH:38]1, predict the reaction product. The product is: [F:30][C:31]1[CH:32]=[C:33]([NH:43][C:44]2[N:46]=[CH:3][C:4]3[CH2:5][CH2:6][CH2:7][CH:8]([C:11]4[CH:16]=[CH:15][CH:14]=[C:13]([C:17]([F:18])([F:20])[F:19])[CH:12]=4)[C:9]=3[N:45]=2)[CH:34]=[CH:35][C:36]=1[N:37]1[CH:41]=[C:40]([CH3:42])[N:39]=[CH:38]1. (3) Given the reactants [CH3:1][C:2]1[C:11]([C:12]([O:14][CH3:15])=[O:13])=[C:10]([C:16]2[CH:21]=[CH:20][CH:19]=[CH:18][CH:17]=2)[C:9]2[C:4](=[CH:5][CH:6]=[C:7]([N+:22]([O-])=O)[CH:8]=2)[N:3]=1.C([O-])=O.[NH4+], predict the reaction product. The product is: [NH2:22][C:7]1[CH:8]=[C:9]2[C:4](=[CH:5][CH:6]=1)[N:3]=[C:2]([CH3:1])[C:11]([C:12]([O:14][CH3:15])=[O:13])=[C:10]2[C:16]1[CH:17]=[CH:18][CH:19]=[CH:20][CH:21]=1. (4) Given the reactants [NH2:1][C@@H:2]1[CH2:7][CH2:6][CH2:5][N:4](C(OC(C)(C)C)=O)[CH2:3]1.[F:15][C:16]1[CH:24]=[CH:23][CH:22]=[C:21]2[C:17]=1[CH:18]=[C:19]([C:25](O)=[O:26])[NH:20]2.N, predict the reaction product. The product is: [F:15][C:16]1[CH:24]=[CH:23][CH:22]=[C:21]2[C:17]=1[CH:18]=[C:19]([C:25]([NH:1][C@@H:2]1[CH2:7][CH2:6][CH2:5][NH:4][CH2:3]1)=[O:26])[NH:20]2. (5) Given the reactants C([O:3][C:4]([C:6]1[CH:10]=[C:9]([CH2:11][CH:12]([CH3:14])[CH3:13])[NH:8][N:7]=1)=[O:5])C.[OH-].[Na+].Cl, predict the reaction product. The product is: [CH2:11]([C:9]1[NH:8][N:7]=[C:6]([C:4]([OH:5])=[O:3])[CH:10]=1)[CH:12]([CH3:14])[CH3:13].